From a dataset of Catalyst prediction with 721,799 reactions and 888 catalyst types from USPTO. Predict which catalyst facilitates the given reaction. (1) Reactant: [CH3:1][C:2]([N:11]1[C:15]2[CH:16]=[CH:17][C:18](B3OC(C)(C)C(C)(C)O3)=[CH:19][C:14]=2[NH:13][C:12]1=[O:29])([CH3:10])[CH2:3][N:4]1[CH2:9][CH2:8][O:7][CH2:6][CH2:5]1.Br[CH:31]=[C:32]1[C:38]2[CH:39]=[CH:40][CH:41]=[CH:42][C:37]=2[CH2:36][O:35][C:34]2[CH:43]=[C:44]([F:47])[CH:45]=[CH:46][C:33]1=2.C([O-])([O-])=O.[Na+].[Na+].O.CCOC(C)=O. Product: [CH3:1][C:2]([N:11]1[C:15]2[CH:16]=[CH:17][C:18]([CH:31]=[C:32]3[C:38]4[CH:39]=[CH:40][CH:41]=[CH:42][C:37]=4[CH2:36][O:35][C:34]4[CH:43]=[C:44]([F:47])[CH:45]=[CH:46][C:33]3=4)=[CH:19][C:14]=2[NH:13][C:12]1=[O:29])([CH3:10])[CH2:3][N:4]1[CH2:5][CH2:6][O:7][CH2:8][CH2:9]1. The catalyst class is: 77. (2) Reactant: [NH2:1][C:2]1[N:3]=[CH:4][C:5]([CH2:9][CH2:10][C:11]([OH:13])=O)=[N:6][C:7]=1[Br:8].[CH3:14][N:15](C(ON1N=NC2C=CC=CC1=2)=[N+](C)C)C.[B-](F)(F)(F)F.CCN(C(C)C)C(C)C.Cl.CN. Product: [NH2:1][C:2]1[N:3]=[CH:4][C:5]([CH2:9][CH2:10][C:11]([NH:15][CH3:14])=[O:13])=[N:6][C:7]=1[Br:8]. The catalyst class is: 3. (3) Reactant: [Cl:1][C:2]1[N:3]=[C:4]([Cl:21])[C:5]2[CH:10]=[CH:9][N:8]([S:11]([C:14]3[CH:19]=[CH:18][C:17]([CH3:20])=[CH:16][CH:15]=3)(=[O:13])=[O:12])[C:6]=2[N:7]=1.[Li+].[CH3:23]C([N-]C(C)C)C.CI.[Cl-].N. Product: [Cl:1][C:2]1[N:3]=[C:4]([Cl:21])[C:5]2[CH:10]=[C:9]([CH3:23])[N:8]([S:11]([C:14]3[CH:15]=[CH:16][C:17]([CH3:20])=[CH:18][CH:19]=3)(=[O:12])=[O:13])[C:6]=2[N:7]=1. The catalyst class is: 1. (4) Reactant: [F:1][C:2]1[CH:7]=[CH:6][C:5]([C:8]2[O:9][C:10](=O)[C:11]3[CH:17]=[CH:16][CH:15]=[CH:14][C:12]=3[N:13]=2)=[CH:4][CH:3]=1.[NH2:19][NH2:20]. Product: [NH2:19][N:20]1[C:10](=[O:9])[C:11]2[C:12](=[CH:14][CH:15]=[CH:16][CH:17]=2)[N:13]=[C:8]1[C:5]1[CH:6]=[CH:7][C:2]([F:1])=[CH:3][CH:4]=1. The catalyst class is: 8. (5) Reactant: Cl[CH2:2][C:3]1[CH:4]=[CH:5][C:6]2[N:10]=[CH:9][N:8]([C:11]3[S:15][C:14]([C:16]([O:18][CH3:19])=[O:17])=[C:13]([O:20][C@@H:21]([C:23]4[CH:28]=[CH:27][CH:26]=[CH:25][C:24]=4[C:29]([F:32])([F:31])[F:30])[CH3:22])[CH:12]=3)[C:7]=2[CH:33]=1.[Na+].[CH3:35][S:36]([O-])(=[O:38])=[O:37]. Product: [CH3:35][S:36]([CH2:2][C:3]1[CH:4]=[CH:5][C:6]2[N:10]=[CH:9][N:8]([C:11]3[S:15][C:14]([C:16]([O:18][CH3:19])=[O:17])=[C:13]([O:20][C@@H:21]([C:23]4[CH:28]=[CH:27][CH:26]=[CH:25][C:24]=4[C:29]([F:32])([F:31])[F:30])[CH3:22])[CH:12]=3)[C:7]=2[CH:33]=1)(=[O:38])=[O:37]. The catalyst class is: 8.